From a dataset of Reaction yield outcomes from USPTO patents with 853,638 reactions. Predict the reaction yield, written as a fraction of the theoretical maximum amount of product (1.0 means a 100% yield; for example, 0.34 means a 34% yield). (1) The reactants are [C:1]([C:5]1[CH:28]=[CH:27][C:8]([CH2:9][O:10][C:11]2[C:20]3[C:19]([CH3:22])([CH3:21])[CH2:18][CH2:17][C:16]([CH3:24])([CH3:23])[C:15]=3[CH:14]=[C:13]([CH:25]=[O:26])[CH:12]=2)=[CH:7][CH:6]=1)([CH3:4])([CH3:3])[CH3:2].[C:29]([Mg]Br)#[CH:30]. No catalyst specified. The product is [C:1]([C:5]1[CH:28]=[CH:27][C:8]([CH2:9][O:10][C:11]2[C:20]3[C:19]([CH3:21])([CH3:22])[CH2:18][CH2:17][C:16]([CH3:24])([CH3:23])[C:15]=3[CH:14]=[C:13]([CH:25]([OH:26])[C:29]#[CH:30])[CH:12]=2)=[CH:7][CH:6]=1)([CH3:2])([CH3:3])[CH3:4]. The yield is 0.630. (2) The reactants are [CH:1]([C:4]1[CH:8]=[C:7]([NH2:9])[N:6]([C:10]2[CH:11]=[N:12][CH:13]=[CH:14][CH:15]=2)[N:5]=1)([CH3:3])[CH3:2].C(=O)([O-])[O-].[K+].[K+].Cl[C:23]([O:25][C:26]1[CH:31]=[CH:30][CH:29]=[CH:28][CH:27]=1)=[O:24]. The catalyst is C(Cl)Cl. The product is [CH:1]([C:4]1[CH:8]=[C:7]([NH:9][C:23](=[O:24])[O:25][C:26]2[CH:31]=[CH:30][CH:29]=[CH:28][CH:27]=2)[N:6]([C:10]2[CH:11]=[N:12][CH:13]=[CH:14][CH:15]=2)[N:5]=1)([CH3:3])[CH3:2]. The yield is 0.760.